This data is from Catalyst prediction with 721,799 reactions and 888 catalyst types from USPTO. The task is: Predict which catalyst facilitates the given reaction. Reactant: [Li][CH2:2]CCC.[Br:6][C:7]1[C:8]([CH:16]=O)=[CH:9][C:10]2[O:14][CH2:13][O:12][C:11]=2[CH:15]=1.O. Product: [Br:6][C:7]1[C:8]([CH:16]=[CH2:2])=[CH:9][C:10]2[O:14][CH2:13][O:12][C:11]=2[CH:15]=1. The catalyst class is: 307.